From a dataset of Full USPTO retrosynthesis dataset with 1.9M reactions from patents (1976-2016). Predict the reactants needed to synthesize the given product. (1) Given the product [CH3:1][C:2]1[CH:7]=[C:6]([C:8]([N:10]2[C:16]3[CH:17]=[CH:18][CH:19]=[CH:20][C:15]=3[CH2:14][N:13]3[C:21]([C:24]([NH:55][C:54]([NH2:56])=[NH:53])=[O:26])=[CH:22][CH:23]=[C:12]3[CH2:11]2)=[O:9])[CH:5]=[CH:4][C:3]=1[C:27]1[CH:32]=[CH:31][CH:30]=[CH:29][C:28]=1[C:33]([F:36])([F:35])[F:34], predict the reactants needed to synthesize it. The reactants are: [CH3:1][C:2]1[CH:7]=[C:6]([C:8]([N:10]2[C:16]3[CH:17]=[CH:18][CH:19]=[CH:20][C:15]=3[CH2:14][N:13]3[C:21]([C:24]([OH:26])=O)=[CH:22][CH:23]=[C:12]3[CH2:11]2)=[O:9])[CH:5]=[CH:4][C:3]=1[C:27]1[CH:32]=[CH:31][CH:30]=[CH:29][C:28]=1[C:33]([F:36])([F:35])[F:34].C(N1C=CN=C1)(N1C=CN=C1)=O.C(=O)(O)O.[NH2:53][C:54]([NH2:56])=[NH:55]. (2) Given the product [CH3:1][O:2][C:3]([C:5]1[CH:14]=[CH:13][C:12]2[C:7](=[C:8]([NH2:16])[CH:9]=[CH:10][CH:11]=2)[N:6]=1)=[O:4], predict the reactants needed to synthesize it. The reactants are: [CH3:1][O:2][C:3]([C:5]1[CH:14]=[C:13](O)[C:12]2[C:7](=[C:8]([N+:16]([O-])=O)[CH:9]=[CH:10][CH:11]=2)[N:6]=1)=[O:4].COC(C1C=C(Cl)C2C(=C([N+]([O-])=O)C=CC=2)N=1)=O.